The task is: Regression/Classification. Given a drug SMILES string, predict its absorption, distribution, metabolism, or excretion properties. Task type varies by dataset: regression for continuous measurements (e.g., permeability, clearance, half-life) or binary classification for categorical outcomes (e.g., BBB penetration, CYP inhibition). Dataset: cyp2c9_veith.. This data is from CYP2C9 inhibition data for predicting drug metabolism from PubChem BioAssay. (1) The drug is CCOC(=O)C1=C(O)/C(=C\c2ccc(OC)c(OC)c2)N=C1C. The result is 0 (non-inhibitor). (2) The compound is Cc1ccccc1-c1nccc(NCCN2CCOCC2)n1. The result is 0 (non-inhibitor). (3) The drug is Fc1ccc(Nc2nc(-c3cccnc3)nc3ccccc23)cc1. The result is 0 (non-inhibitor). (4) The drug is CCCCOC(=O)NS(=O)(=O)c1sc(CC(C)C)cc1-c1ccc(Cn2c(CC)nc3c(C)cc(C)nc32)cc1. The result is 1 (inhibitor). (5) The drug is CCC(Sc1ncccc1C(=O)O)C(=O)N1CCOCC1. The result is 0 (non-inhibitor). (6) The result is 0 (non-inhibitor). The drug is COc1ccccc1CNc1cc(-c2c(C)noc2C)ncn1. (7) The compound is CC(NCc1ccc(Cl)cc1)C(O)c1ccccc1.Cl. The result is 0 (non-inhibitor). (8) The drug is CC(=O)[C@@H]1[C@@H]2C(=O)N(C3CCCCC3)C(=O)[C@@H]2C2c3ccccc3C=CN21. The result is 1 (inhibitor). (9) The compound is Fc1cccc(CSc2ncnc3c2ncn3[C@H]2CCCS2)c1. The result is 0 (non-inhibitor). (10) The molecule is CC[C@@H](Nc1ncnc2nc[nH]c12)C(=O)O. The result is 0 (non-inhibitor).